Dataset: Catalyst prediction with 721,799 reactions and 888 catalyst types from USPTO. Task: Predict which catalyst facilitates the given reaction. (1) Reactant: COC1C=CC(C[NH:8][C:9](=[O:32])[C:10]([C:13]2[CH:18]=[CH:17][C:16]([N:19]3[C:25](=[O:26])[C:24]4[C:27]([NH2:31])=[N:28][CH:29]=[N:30][C:23]=4[O:22][CH2:21][CH2:20]3)=[CH:15][CH:14]=2)([CH3:12])[CH3:11])=CC=1. Product: [NH2:31][C:27]1[C:24]2[C:25](=[O:26])[N:19]([C:16]3[CH:15]=[CH:14][C:13]([C:10]([CH3:11])([CH3:12])[C:9]([NH2:8])=[O:32])=[CH:18][CH:17]=3)[CH2:20][CH2:21][O:22][C:23]=2[N:30]=[CH:29][N:28]=1. The catalyst class is: 55. (2) Reactant: [NH:1]1[CH2:6][CH2:5][CH2:4][CH2:3][C:2]1=O.[CH2:8]=[O:9].[Cl:10][Si](C)(C)C. Product: [Cl:10][CH2:2][N:1]1[CH2:6][CH2:5][CH2:4][CH2:3][C:8]1=[O:9]. The catalyst class is: 1. (3) Reactant: [Br:1][C:2]1[CH:3]=[C:4]([CH:8]=[C:9]([C:11]([O:13][CH3:14])=[O:12])[CH:10]=1)[C:5](O)=[O:6].O=S(Cl)Cl.[NH3:19]. Product: [Br:1][C:2]1[CH:10]=[C:9]([CH:8]=[C:4]([C:5](=[O:6])[NH2:19])[CH:3]=1)[C:11]([O:13][CH3:14])=[O:12]. The catalyst class is: 1. (4) Reactant: [NH2:1][C:2]1[CH:3]=[CH:4][C:5]2[O:10][CH2:9][C@H:8]([CH2:11]OS(C3C=CC(C)=CC=3)(=O)=O)[O:7][C:6]=2[C:23]=1[CH:24]=[N:25][OH:26].[NH:27]1[CH2:32][CH:31]=[C:30]([C:33]2[C:41]3[C:36](=[CH:37][CH:38]=[CH:39][CH:40]=3)[NH:35][CH:34]=2)[CH2:29][CH2:28]1.C(=O)(O)[O-].[Na+].[C:47](OCC)(OCC)(OCC)[CH3:48]. Product: [NH:35]1[C:36]2[C:41](=[CH:40][CH:39]=[CH:38][CH:37]=2)[C:33]([C:30]2[CH2:29][CH2:28][N:27]([CH2:11][CH:8]3[O:7][C:6]4=[C:23]5[C:2](=[CH:3][CH:4]=[C:5]4[O:10][CH2:9]3)[N:1]=[C:47]([CH3:48])[N+:25]([O-:26])=[CH:24]5)[CH2:32][CH:31]=2)=[CH:34]1. The catalyst class is: 118.